From a dataset of Full USPTO retrosynthesis dataset with 1.9M reactions from patents (1976-2016). Predict the reactants needed to synthesize the given product. (1) Given the product [CH2:1]([N:8]1[CH:12]=[CH:11][CH:10]=[C:9]1[C:13]1[N:18]=[C:17]([NH:21][C:22]2[CH:23]=[CH:24][C:25]([C:28]3[CH:33]=[CH:32][CH:31]=[CH:30][CH:29]=3)=[CH:26][CH:27]=2)[N:16]=[C:15]([NH:21][C:22]2[CH:23]=[CH:24][C:25]([C:28]3[CH:33]=[CH:32][CH:31]=[CH:30][CH:29]=3)=[CH:26][CH:27]=2)[N:14]=1)[C:2]1[CH:7]=[CH:6][CH:5]=[CH:4][CH:3]=1, predict the reactants needed to synthesize it. The reactants are: [CH2:1]([N:8]1[CH:12]=[CH:11][CH:10]=[C:9]1[C:13]1[N:18]=[C:17](Cl)[N:16]=[C:15](Cl)[N:14]=1)[C:2]1[CH:7]=[CH:6][CH:5]=[CH:4][CH:3]=1.[NH2:21][C:22]1[CH:27]=[CH:26][C:25]([C:28]2[CH:33]=[CH:32][CH:31]=[CH:30][CH:29]=2)=[CH:24][CH:23]=1.C(=O)([O-])[O-].[K+].[K+]. (2) The reactants are: [F:1][C:2]1[CH:9]=[C:8]([I:10])[CH:7]=[CH:6][C:3]=1[CH2:4]Br.O.[C-:12]#[N:13].[Na+]. Given the product [F:1][C:2]1[CH:9]=[C:8]([I:10])[CH:7]=[CH:6][C:3]=1[CH2:4][C:12]#[N:13], predict the reactants needed to synthesize it. (3) Given the product [C:28]([C:27]1[C:22]([N:50]2[CH2:51][CH:48]([O:47][C:46]3[CH:45]=[CH:44][C:43]([F:42])=[CH:53][CH:52]=3)[CH2:49]2)=[N:23][C:24]([NH:30][C:31]2[CH:32]=[C:33]([CH:38]=[CH:39][CH:40]=2)[C:34]([NH:36][CH3:37])=[O:35])=[N:25][CH:26]=1)#[N:29].[C:19]([C:5]1[C:6]([NH:8][C:9]2[CH:10]=[C:11]([CH:16]=[CH:17][CH:18]=2)[C:12]([NH:14][CH3:15])=[O:13])=[N:7][C:2]([N:50]2[CH2:51][CH:48]([O:47][C:46]3[CH:45]=[CH:44][C:43]([F:42])=[CH:53][CH:52]=3)[CH2:49]2)=[N:3][CH:4]=1)#[N:20], predict the reactants needed to synthesize it. The reactants are: Cl[C:2]1[N:7]=[C:6]([NH:8][C:9]2[CH:10]=[C:11]([CH:16]=[CH:17][CH:18]=2)[C:12]([NH:14][CH3:15])=[O:13])[C:5]([C:19]#[N:20])=[CH:4][N:3]=1.Cl[C:22]1[C:27]([C:28]#[N:29])=[CH:26][N:25]=[C:24]([NH:30][C:31]2[CH:32]=[C:33]([CH:38]=[CH:39][CH:40]=2)[C:34]([NH:36][CH3:37])=[O:35])[N:23]=1.Cl.[F:42][C:43]1[CH:53]=[CH:52][C:46]([O:47][CH:48]2[CH2:51][NH:50][CH2:49]2)=[CH:45][CH:44]=1.C(N(CC)C(C)C)(C)C. (4) The reactants are: [C:1]([O:5][CH3:6])(=[O:4])[CH2:2][SH:3].C([Li])CCC.Br[CH2:13][CH2:14][CH2:15][CH2:16][Cl:17].O. Given the product [CH3:6][O:5][C:1](=[O:4])[CH2:2][S:3][CH2:13][CH2:14][CH2:15][CH2:16][Cl:17], predict the reactants needed to synthesize it. (5) Given the product [I:21][C:18]1[N:19]=[CH:20][C:15]([N:4]2[CH2:5][CH2:6][N:1]([C:7]([O:9][C:10]([CH3:13])([CH3:12])[CH3:11])=[O:8])[CH2:2][CH2:3]2)=[N:16][CH:17]=1, predict the reactants needed to synthesize it. The reactants are: [N:1]1([C:7]([O:9][C:10]([CH3:13])([CH3:12])[CH3:11])=[O:8])[CH2:6][CH2:5][NH:4][CH2:3][CH2:2]1.Br[C:15]1[CH:20]=[N:19][C:18]([I:21])=[CH:17][N:16]=1. (6) Given the product [ClH:28].[F:27][C:2]([F:1])([F:26])[C:3]1[CH:4]=[CH:5][C:6]([C:9]2[CH:18]=[C:17]3[C:12]([CH2:13][CH2:14][NH:15][CH2:16]3)=[CH:11][CH:10]=2)=[CH:7][CH:8]=1, predict the reactants needed to synthesize it. The reactants are: [F:1][C:2]([F:27])([F:26])[C:3]1[CH:8]=[CH:7][C:6]([C:9]2[CH:18]=[C:17]3[C:12]([CH2:13][CH2:14][N:15](C(OC(C)(C)C)=O)[CH2:16]3)=[CH:11][CH:10]=2)=[CH:5][CH:4]=1.[ClH:28].O1CCOCC1.C(OCC)C. (7) Given the product [C:42]([O:45][CH2:40][O:39][C:37]([N:2]1[CH2:7][CH2:6][CH:5]([NH:8][C:9]([C:11]2[C:15]([NH:16][C:17](=[O:26])[C:18]3[C:23]([Cl:24])=[CH:22][CH:21]=[CH:20][C:19]=3[Cl:25])=[CH:14][NH:13][N:12]=2)=[O:10])[CH2:4][CH2:3]1)=[O:38])(=[O:44])[CH3:43], predict the reactants needed to synthesize it. The reactants are: Cl.[NH:2]1[CH2:7][CH2:6][CH:5]([NH:8][C:9]([C:11]2[C:15]([NH:16][C:17](=[O:26])[C:18]3[C:23]([Cl:24])=[CH:22][CH:21]=[CH:20][C:19]=3[Cl:25])=[CH:14][NH:13][N:12]=2)=[O:10])[CH2:4][CH2:3]1.C(N(CC)C(C)C)(C)C.Cl[C:37]([O:39][CH2:40]Cl)=[O:38].[C:42]([O-:45])(=[O:44])[CH3:43].[K+]. (8) The reactants are: Br[C:2]1[CH:3]=[N:4][CH:5]=[C:6]([O:8][C:9]2[CH:14]=[CH:13][C:12]([F:15])=[CH:11][CH:10]=2)[CH:7]=1.[C:16]([O:20][C:21]([N:23]1[CH2:28][C@@H:27]2[CH2:29][C@H:24]1[CH2:25][NH:26]2)=[O:22])([CH3:19])([CH3:18])[CH3:17].C1(C2C3C(=CC=CC=3)C=CC=2)C2C(=CC=CC=2)C=CC=1.CC(C)([O-])C.[Na+]. Given the product [F:15][C:12]1[CH:13]=[CH:14][C:9]([O:8][C:6]2[CH:7]=[C:2]([N:26]3[CH2:25][C@@H:24]4[CH2:29][C@H:27]3[CH2:28][N:23]4[C:21]([O:20][C:16]([CH3:19])([CH3:18])[CH3:17])=[O:22])[CH:3]=[N:4][CH:5]=2)=[CH:10][CH:11]=1, predict the reactants needed to synthesize it. (9) Given the product [NH:1]1[CH2:6][CH2:5][CH2:4][CH:3]([CH2:7][NH:8][C:9](=[O:15])[O:10][C:11]([CH3:13])([CH3:12])[CH3:14])[CH2:2]1, predict the reactants needed to synthesize it. The reactants are: [N:1]1[CH:6]=[CH:5][CH:4]=[C:3]([CH2:7][NH:8][C:9](=[O:15])[O:10][C:11]([CH3:14])([CH3:13])[CH3:12])[CH:2]=1. (10) Given the product [N:28]1([CH2:27][CH2:26][N:6]2[C:5]([C:11]3[O:15][N:14]=[C:13]([CH2:16][NH:17][C:18](=[O:24])[O:19][C:20]([CH3:21])([CH3:23])[CH3:22])[N:12]=3)=[C:4]3[C:8]([CH:9]=[CH:10][C:2]([F:1])=[CH:3]3)=[N:7]2)[CH:32]=[CH:31][N:30]=[CH:29]1, predict the reactants needed to synthesize it. The reactants are: [F:1][C:2]1[CH:3]=[C:4]2[C:8](=[CH:9][CH:10]=1)[NH:7][N:6]=[C:5]2[C:11]1[O:15][N:14]=[C:13]([CH2:16][NH:17][C:18](=[O:24])[O:19][C:20]([CH3:23])([CH3:22])[CH3:21])[N:12]=1.O[CH2:26][CH2:27][N:28]1[CH:32]=[CH:31][N:30]=[CH:29]1.C(P)CCC.CN(C(/N=N/C(N(C)C)=O)=O)C.